This data is from Full USPTO retrosynthesis dataset with 1.9M reactions from patents (1976-2016). The task is: Predict the reactants needed to synthesize the given product. (1) Given the product [NH2:4][C:3]1[CH2:5][CH2:6][CH2:7][CH2:8][C:9]=1[C:10]#[N:11], predict the reactants needed to synthesize it. The reactants are: [H-].[Na+].[C:3]([CH2:5][CH2:6][CH2:7][CH2:8][CH2:9][C:10]#[N:11])#[N:4]. (2) The reactants are: [Cl:1][C:2]1[CH:3]=[C:4]2[C:8](=[CH:9][CH:10]=1)[NH:7][N:6]=[C:5]2[I:11].Cl.Cl[CH2:14][CH2:15][N:16]1[CH2:20][CH2:19][CH2:18][CH2:17]1. Given the product [Cl:1][C:2]1[CH:3]=[C:4]2[C:8](=[CH:9][CH:10]=1)[N:7]([CH2:14][CH2:15][N:16]1[CH2:20][CH2:19][CH2:18][CH2:17]1)[N:6]=[C:5]2[I:11], predict the reactants needed to synthesize it. (3) Given the product [Cl:1][C:2]1[CH:3]=[CH:4][C:5]2[C:11]3[N:33]=[C:32]([NH:31][C:26]4[CH:27]=[CH:28][C:29]([CH3:30])=[C:24]([CH3:23])[CH:25]=4)[N:34]=[CH:13][C:10]=3[CH2:9][C:8](=[O:17])[NH:7][C:6]=2[CH:18]=1, predict the reactants needed to synthesize it. The reactants are: [Cl:1][C:2]1[CH:3]=[CH:4][C:5]2[C:11](=O)[C:10](=[CH:13]N(C)C)[CH2:9][C:8](=[O:17])[NH:7][C:6]=2[CH:18]=1.[N+]([O-])(O)=O.[CH3:23][C:24]1[CH:25]=[C:26]([NH:31][C:32]([NH2:34])=[NH:33])[CH:27]=[CH:28][C:29]=1[CH3:30]. (4) Given the product [Cl:1][C:2]1[C:3]([C:19]#[C:18][Si:15]([CH3:17])([CH3:16])[CH3:14])=[CH:4][C:5]([OH:12])=[C:6]([CH:11]=1)[C:7]([O:9][CH3:10])=[O:8], predict the reactants needed to synthesize it. The reactants are: [Cl:1][C:2]1[C:3](I)=[CH:4][C:5]([OH:12])=[C:6]([CH:11]=1)[C:7]([O:9][CH3:10])=[O:8].[CH3:14][Si:15]([C:18]#[CH:19])([CH3:17])[CH3:16]. (5) Given the product [C:1]([O:5][CH2:6][CH2:7][CH2:8][CH3:9])(=[O:4])[CH:2]=[CH2:3], predict the reactants needed to synthesize it. The reactants are: [C:1]([O:5][CH2:6][CH2:7][CH2:8][CH3:9])(=[O:4])[CH:2]=[CH2:3].C(#N)C=C.C([O-])(=O)CC.C(OCCCC)(=O)CC. (6) Given the product [CH3:35][N:36]([CH3:37])[C:27](=[O:29])[CH2:26][CH2:25][CH2:24][N:22]1[CH:23]=[C:19]([N:14]2[CH:15]=[CH:16][C:17](=[O:18])[C:12]([CH2:11][C:10]3[CH:9]=[C:8]([NH:7][C:5](=[O:6])[O:4][CH2:3][CH:2]([CH3:1])[CH3:33])[CH:32]=[CH:31][CH:30]=3)=[N:13]2)[CH:20]=[N:21]1, predict the reactants needed to synthesize it. The reactants are: [CH3:1][CH:2]([CH3:33])[CH2:3][O:4][C:5]([NH:7][C:8]1[CH:9]=[C:10]([CH:30]=[CH:31][CH:32]=1)[CH2:11][C:12]1[C:17](=[O:18])[CH:16]=[CH:15][N:14]([C:19]2[CH:20]=[N:21][N:22]([CH2:24][CH2:25][CH2:26][C:27]([OH:29])=O)[CH:23]=2)[N:13]=1)=[O:6].C[CH2:35][N:36](C(C)C)[CH:37](C)C.CNC.CN(C(ON1N=NC2C=CC=CC1=2)=[N+](C)C)C.[B-](F)(F)(F)F. (7) Given the product [NH:25]1[C:33]2[C:28](=[CH:29][C:30]([NH:34][C:13]([CH:14]3[C:15]4[C:16](=[CH:20][CH:21]=[CH:22][CH:23]=4)[C:17](=[O:19])[N:12]([CH2:11][CH2:10][O:9][CH3:8])[CH:6]3[C:2]3[S:1][CH:5]=[CH:4][CH:3]=3)=[O:24])=[CH:31][CH:32]=2)[CH:27]=[N:26]1, predict the reactants needed to synthesize it. The reactants are: [S:1]1[CH:5]=[CH:4][CH:3]=[C:2]1[CH:6]=O.[CH3:8][O:9][CH2:10][CH2:11][NH2:12].[C:13]1(=[O:24])[O:19][C:17](=O)[C:16]2=[CH:20][CH:21]=[CH:22][CH:23]=[C:15]2[CH2:14]1.[NH:25]1[C:33]2[C:28](=[CH:29][C:30]([NH2:34])=[CH:31][CH:32]=2)[CH:27]=[N:26]1. (8) The reactants are: [C:1]([N:4]1[CH2:9][CH2:8][C:7]2[N:10]([CH3:25])[N:11]=[C:12]([N:13]3[C:21]4[C:16](=[CH:17][CH:18]=[C:19]([C:22]([OH:24])=[O:23])[CH:20]=4)[CH2:15][CH2:14]3)[C:6]=2[CH2:5]1)(=[O:3])[CH3:2].O=S(Cl)Cl.[CH3:30]O. Given the product [C:1]([N:4]1[CH2:9][CH2:8][C:7]2[N:10]([CH3:25])[N:11]=[C:12]([N:13]3[C:21]4[C:16](=[CH:17][CH:18]=[C:19]([C:22]([O:24][CH3:30])=[O:23])[CH:20]=4)[CH2:15][CH2:14]3)[C:6]=2[CH2:5]1)(=[O:3])[CH3:2], predict the reactants needed to synthesize it.